Dataset: Reaction yield outcomes from USPTO patents with 853,638 reactions. Task: Predict the reaction yield, written as a fraction of the theoretical maximum amount of product (1.0 means a 100% yield; for example, 0.34 means a 34% yield). The product is [CH3:1][C:2]1[C:7]([CH3:8])=[CH:6][C:5]([NH:9][CH2:16][CH2:17][CH2:18][CH2:19][CH2:20][CH2:21][C:22]([OH:24])=[O:23])=[C:4]([N+:10]([O-:12])=[O:11])[CH:3]=1. The catalyst is CN(C=O)C. The reactants are [CH3:1][C:2]1[C:7]([CH3:8])=[CH:6][C:5]([NH2:9])=[C:4]([N+:10]([O-:12])=[O:11])[CH:3]=1.[H-].[Na+].N[CH2:16][CH2:17][CH2:18][CH2:19][CH2:20][CH2:21][C:22]([OH:24])=[O:23].O. The yield is 0.490.